Task: Regression. Given two drug SMILES strings and cell line genomic features, predict the synergy score measuring deviation from expected non-interaction effect.. Dataset: NCI-60 drug combinations with 297,098 pairs across 59 cell lines (1) Drug 1: C1CN1C2=NC(=NC(=N2)N3CC3)N4CC4. Drug 2: C1=CC(=CC=C1CC(C(=O)O)N)N(CCCl)CCCl.Cl. Cell line: OVCAR-8. Synergy scores: CSS=37.0, Synergy_ZIP=-6.61, Synergy_Bliss=-2.46, Synergy_Loewe=-7.95, Synergy_HSA=2.51. (2) Drug 1: CC12CCC3C(C1CCC2=O)CC(=C)C4=CC(=O)C=CC34C. Drug 2: C1C(C(OC1N2C=NC(=NC2=O)N)CO)O. Cell line: NCI-H522. Synergy scores: CSS=36.8, Synergy_ZIP=-1.62, Synergy_Bliss=-0.133, Synergy_Loewe=0.147, Synergy_HSA=1.24. (3) Drug 1: CC(C)CN1C=NC2=C1C3=CC=CC=C3N=C2N. Drug 2: CC1C(C(CC(O1)OC2CC(CC3=C2C(=C4C(=C3O)C(=O)C5=CC=CC=C5C4=O)O)(C(=O)C)O)N)O. Cell line: OVCAR-4. Synergy scores: CSS=28.0, Synergy_ZIP=-2.50, Synergy_Bliss=0.733, Synergy_Loewe=-12.5, Synergy_HSA=3.70. (4) Drug 1: CC1=CC2C(CCC3(C2CCC3(C(=O)C)OC(=O)C)C)C4(C1=CC(=O)CC4)C. Drug 2: C(CC(=O)O)C(=O)CN.Cl. Cell line: HOP-92. Synergy scores: CSS=1.47, Synergy_ZIP=0.428, Synergy_Bliss=-4.52, Synergy_Loewe=-14.3, Synergy_HSA=-12.6. (5) Drug 1: CC1=C(C=C(C=C1)NC(=O)C2=CC=C(C=C2)CN3CCN(CC3)C)NC4=NC=CC(=N4)C5=CN=CC=C5. Drug 2: CCC1=C2CN3C(=CC4=C(C3=O)COC(=O)C4(CC)O)C2=NC5=C1C=C(C=C5)O. Cell line: SF-268. Synergy scores: CSS=33.7, Synergy_ZIP=1.45, Synergy_Bliss=-1.07, Synergy_Loewe=-87.8, Synergy_HSA=-9.60. (6) Drug 1: CCN(CC)CCNC(=O)C1=C(NC(=C1C)C=C2C3=C(C=CC(=C3)F)NC2=O)C. Drug 2: CNC(=O)C1=NC=CC(=C1)OC2=CC=C(C=C2)NC(=O)NC3=CC(=C(C=C3)Cl)C(F)(F)F. Cell line: MCF7. Synergy scores: CSS=1.42, Synergy_ZIP=-0.433, Synergy_Bliss=-1.27, Synergy_Loewe=-3.23, Synergy_HSA=-2.73.